From a dataset of Reaction yield outcomes from USPTO patents with 853,638 reactions. Predict the reaction yield, written as a fraction of the theoretical maximum amount of product (1.0 means a 100% yield; for example, 0.34 means a 34% yield). (1) The reactants are [Cl:1][C:2]1[C:3]([O:12][CH:13]([CH3:15])[CH3:14])=[N:4][CH:5]=[C:6]([CH:11]=1)[C:7]([O:9]C)=[O:8].O.[OH-].[Na+].CCCCC. The catalyst is CO.CCOC(C)=O. The product is [Cl:1][C:2]1[C:3]([O:12][CH:13]([CH3:15])[CH3:14])=[N:4][CH:5]=[C:6]([CH:11]=1)[C:7]([OH:9])=[O:8]. The yield is 0.970. (2) The reactants are [Br:1][C:2]1[CH:7]=[CH:6][C:5]([C:8]2[CH2:12][C:11]([C:17]3[CH:22]=[C:21]([Cl:23])[CH:20]=[C:19]([Cl:24])[CH:18]=3)([C:13]([F:16])([F:15])[F:14])[O:10][N:9]=2)=[CH:4][C:3]=1[CH3:25].C1C(=O)N([Br:33])C(=O)C1.CC(N=NC(C#N)(C)C)(C#N)C. The catalyst is ClCCCl. The product is [Br:1][C:2]1[CH:7]=[CH:6][C:5]([C:8]2[CH2:12][C:11]([C:17]3[CH:22]=[C:21]([Cl:23])[CH:20]=[C:19]([Cl:24])[CH:18]=3)([C:13]([F:15])([F:14])[F:16])[O:10][N:9]=2)=[CH:4][C:3]=1[CH2:25][Br:33]. The yield is 0.420. (3) The reactants are C[N:2]([CH3:19])[CH:3]=[CH:4][C:5]([C:7]1[CH:8]=[C:9]([N:13]([CH2:17][CH3:18])[C:14](=[O:16])[CH3:15])[CH:10]=[CH:11][CH:12]=1)=O.N[C:21]1[C:25]([C:26]#[N:27])=C[NH:23][N:22]=1.P(=O)(O)(O)O. The catalyst is O.C(O)C. The product is [CH3:18][CH2:17][N:13]([C:14]([CH3:15])=[O:16])[C:9]1[CH:10]=[CH:11][CH:12]=[C:7]([C:5]2[N:23]3[N:22]=[CH:21][C:25]([C:26]#[N:27])=[C:19]3[N:2]=[CH:3][CH:4]=2)[CH:8]=1. The yield is 0.902. (4) The reactants are [CH:1]1([O:6][C:7]2[CH:12]=[CH:11][C:10]([N+:13]([O-])=O)=[CH:9][N:8]=2)[CH2:5][CH2:4][CH2:3][CH2:2]1. The catalyst is CO.[Pd]. The product is [CH:1]1([O:6][C:7]2[N:8]=[CH:9][C:10]([NH2:13])=[CH:11][CH:12]=2)[CH2:2][CH2:3][CH2:4][CH2:5]1. The yield is 0.940. (5) The reactants are [CH:1]1[N:2]=[CH:3][N:4]2[CH:9]=[CH:8][CH:7]=[CH:6][C:5]=12.C([Li])CCC.CN(C)[CH:17]=[O:18]. The catalyst is O1CCCC1. The product is [CH:1]1[N:2]=[C:3]([CH:17]=[O:18])[N:4]2[CH:9]=[CH:8][CH:7]=[CH:6][C:5]=12. The yield is 0.620. (6) The reactants are [CH:1]([C:3]1[N:8]=[C:7]2[N:9]([CH2:20][C:21]([F:24])([F:23])[F:22])[C:10]([NH:12][C:13](=[O:19])[CH2:14][C:15]([CH3:18])([CH3:17])[CH3:16])=[N:11][C:6]2=[CH:5][CH:4]=1)=[O:2].[BH4-].[Na+]. The catalyst is CO. The product is [OH:2][CH2:1][C:3]1[N:8]=[C:7]2[N:9]([CH2:20][C:21]([F:22])([F:23])[F:24])[C:10]([NH:12][C:13](=[O:19])[CH2:14][C:15]([CH3:18])([CH3:17])[CH3:16])=[N:11][C:6]2=[CH:5][CH:4]=1. The yield is 0.550.